From a dataset of Reaction yield outcomes from USPTO patents with 853,638 reactions. Predict the reaction yield, written as a fraction of the theoretical maximum amount of product (1.0 means a 100% yield; for example, 0.34 means a 34% yield). (1) The reactants are [F:1][C:2]([F:29])([F:28])[C:3]1[CH:4]=[C:5]([C:13]([CH3:27])([CH3:26])[C:14]([N:16]([C:18]2[CH:19]=[N:20][C:21]([Cl:25])=[CH:22][C:23]=2I)[CH3:17])=[O:15])[CH:6]=[C:7]([C:9]([F:12])([F:11])[F:10])[CH:8]=1.B(O)(O)[C:31]1[C:36]([CH:37]=[O:38])=[CH:35][CH:34]=[CH:33][CH:32]=1.C(=O)([O-])[O-].[Na+].[Na+]. The catalyst is O1CCOCC1.C1C=CC([P]([Pd]([P](C2C=CC=CC=2)(C2C=CC=CC=2)C2C=CC=CC=2)([P](C2C=CC=CC=2)(C2C=CC=CC=2)C2C=CC=CC=2)[P](C2C=CC=CC=2)(C2C=CC=CC=2)C2C=CC=CC=2)(C2C=CC=CC=2)C2C=CC=CC=2)=CC=1. The product is [F:1][C:2]([F:29])([F:28])[C:3]1[CH:4]=[C:5]([C:13]([CH3:27])([CH3:26])[C:14]([N:16]([C:18]2[CH:19]=[N:20][C:21]([Cl:25])=[CH:22][C:23]=2[C:35]2[CH:34]=[CH:33][CH:32]=[CH:31][C:36]=2[CH:37]=[O:38])[CH3:17])=[O:15])[CH:6]=[C:7]([C:9]([F:12])([F:11])[F:10])[CH:8]=1. The yield is 0.550. (2) The yield is 0.436. The reactants are [Cl:1][C:2]1[CH:3]=[C:4]([CH:9]=[C:10]([C:12]2[CH:17]=[CH:16][C:15]([CH2:18][N:19]([CH3:21])[CH3:20])=[CH:14][CH:13]=2)[N:11]=1)[C:5]([O:7]C)=O.[OH-].[Na+].C1CN([P+](ON2N=NC3C=CC=CC2=3)(N2CCCC2)N2CCCC2)CC1.F[P-](F)(F)(F)(F)F.[NH2:57][CH2:58][C:59]1[C:60](=[O:67])[NH:61][C:62]([CH3:66])=[CH:63][C:64]=1[CH3:65]. The catalyst is C(O)C.O.CS(C)=O. The product is [Cl:1][C:2]1[CH:3]=[C:4]([CH:9]=[C:10]([C:12]2[CH:17]=[CH:16][C:15]([CH2:18][N:19]([CH3:21])[CH3:20])=[CH:14][CH:13]=2)[N:11]=1)[C:5]([NH:57][CH2:58][C:59]1[C:60](=[O:67])[NH:61][C:62]([CH3:66])=[CH:63][C:64]=1[CH3:65])=[O:7]. (3) The reactants are [C:1]([O:5][C:6](=[O:27])[NH:7][CH2:8][C:9]1[C:14]([C:15]2[CH:20]=[CH:19][C:18]([Cl:21])=[CH:17][C:16]=2[Cl:22])=[CH:13][N:12]2[C:23]([NH2:26])=[CH:24][N:25]=[C:11]2[CH:10]=1)([CH3:4])([CH3:3])[CH3:2].CCN([CH:34]([CH3:36])[CH3:35])C(C)C.CN([C:40]([O:44]N1N=NC2C=CC=NC1=2)=[N+](C)C)C.F[P-](F)(F)(F)(F)F.CCO[C:64]([CH3:66])=[O:65]. The catalyst is CN(C=O)C. The product is [C:1]([O:5][C:6](=[O:27])[NH:7][CH2:8][C:9]1[C:14]([C:15]2[CH:20]=[CH:19][C:18]([Cl:21])=[CH:17][C:16]=2[Cl:22])=[CH:13][N:12]2[C:23]([NH:26][C:40]([CH:35]3[CH2:34][CH2:36][O:65][CH2:64][CH2:66]3)=[O:44])=[CH:24][N:25]=[C:11]2[CH:10]=1)([CH3:4])([CH3:2])[CH3:3]. The yield is 0.620. (4) The reactants are C[O:2][C:3]([C:5]1[CH:6]=[C:7]([NH:11][C:12]2[N:17]=[C:16]([NH:18][C:19]3[CH:24]=[CH:23][CH:22]=[C:21]([C:25]([O:27]C)=[O:26])[CH:20]=3)[C:15]([F:29])=[CH:14][N:13]=2)[CH:8]=[CH:9][CH:10]=1)=[O:4].[OH-].[Na+]. The catalyst is C1COCC1.O.C(OCC)(=O)C. The product is [C:3]([C:5]1[CH:6]=[C:7]([NH:11][C:12]2[N:17]=[C:16]([NH:18][C:19]3[CH:24]=[CH:23][CH:22]=[C:21]([C:25]([OH:27])=[O:26])[CH:20]=3)[C:15]([F:29])=[CH:14][N:13]=2)[CH:8]=[CH:9][CH:10]=1)([OH:4])=[O:2]. The yield is 0.580. (5) The reactants are [CH2:1]([NH2:7])[CH2:2][CH2:3][CH2:4][CH2:5][CH3:6].CC(OC([NH:15][C@H:16]([C:25](O)=O)[CH2:17][CH2:18][C:19]1[CH:24]=[CH:23][CH:22]=[CH:21][CH:20]=1)=O)(C)C.[CH:28]1[CH:33]=[N:32][C:31]2[N:34](O)N=N[C:30]=2[CH:29]=1.N1[C:43]([CH3:44])=[CH:42][CH:41]=[CH:40][C:39]=1[CH3:45].CCN=C=NCCCN(C)C.Cl. The catalyst is CN(C=O)C.CCOC(C)=O. The product is [CH2:16]([NH-:15])[CH2:17][CH2:18][CH2:19][CH2:20][CH2:21][CH2:22][CH3:23].[CH2:1]([NH-:7])[CH2:2][CH2:3][CH2:4][CH2:5][CH2:6][CH2:33][CH2:28][CH2:29][CH3:30].[CH2:31]([NH-:34])[CH2:30][CH2:29][CH2:28][CH2:33][CH2:45][CH2:39][CH2:40][CH2:41][CH2:42][CH2:43][CH3:44].[CH2:31]([NH-:32])[CH2:30][CH2:29][CH2:28][CH2:20][CH2:21][CH2:22][CH2:23][CH2:24][CH2:19][CH2:18][CH2:17][CH2:16][CH3:25]. The yield is 0.870. (6) The reactants are Cl[C:2]1[N:7]=[CH:6][N:5]=[C:4]([N:8]([CH2:10][C:11]([CH3:14])([CH3:13])[CH3:12])[CH3:9])[C:3]=1[N+:15]([O-:17])=[O:16].C(N(C(C)C)CC)(C)C.[CH3:27][C:28]1[CH:33]=[CH:32][C:31]([C:34]2[NH:38][CH:37]=[N:36][N:35]=2)=[CH:30][C:29]=1[NH2:39]. The catalyst is CCCCO. The product is [CH3:12][C:11]([CH3:14])([CH3:13])[CH2:10][N:8]([CH3:9])[C:4]1[C:3]([N+:15]([O-:17])=[O:16])=[C:2]([NH:39][C:29]2[CH:30]=[C:31]([C:34]3[NH:38][CH:37]=[N:36][N:35]=3)[CH:32]=[CH:33][C:28]=2[CH3:27])[N:7]=[CH:6][N:5]=1. The yield is 0.300. (7) The reactants are [CH:1]1([O:7][C:8]2[CH:15]=[CH:14][CH:13]=[C:12]([N+:16]([O-:18])=[O:17])[C:9]=2[C:10]#[N:11])[CH2:6][CH2:5][CH2:4][CH:3]=[CH:2]1.C1C[O:22]CC1.[OH2:24]. The catalyst is O=[Os](=O)(=O)=O. The product is [OH:24][CH:2]1[CH:3]([OH:22])[CH2:4][CH2:5][CH2:6][CH:1]1[O:7][C:8]1[CH:15]=[CH:14][CH:13]=[C:12]([N+:16]([O-:18])=[O:17])[C:9]=1[C:10]#[N:11]. The yield is 0.640. (8) The reactants are O[C@@H](C1C=CC=CC=1)C([O-])=O.[Br:12][C:13]1[C:18](=[O:19])[N:17]2[C:20]([CH3:23])=[CH:21][S:22][C:16]2=[N:15][C:14]=1[C@@H:24]([NH3+:26])[CH3:25].[C:27]([O:31][C:32](O[C:32]([O:31][C:27]([CH3:30])([CH3:29])[CH3:28])=[O:33])=[O:33])([CH3:30])([CH3:29])[CH3:28].C(=O)(O)[O-].[Na+]. The catalyst is C1COCC1.O. The product is [Br:12][C:13]1[C:18](=[O:19])[N:17]2[C:20]([CH3:23])=[CH:21][S:22][C:16]2=[N:15][C:14]=1[C@@H:24]([NH:26][C:32](=[O:33])[O:31][C:27]([CH3:30])([CH3:29])[CH3:28])[CH3:25]. The yield is 1.26. (9) The reactants are [C:1]([O:4][C@H:5]1[C@H:10]([N:11]=[C:12]=[S:13])[C@@H:9]([O:14][C:15](=[O:17])[CH3:16])[C@H:8]([O:18][C:19](=[O:21])[CH3:20])[C@@H:7]([CH2:22][O:23][C:24](=[O:26])[CH3:25])[O:6]1)(=[O:3])[CH3:2].[F:27][CH:28]([F:31])[CH2:29][NH2:30].CCOC(C)=O. The yield is 0.560. The catalyst is CC#N. The product is [C:1]([O:4][C@H:5]1[C@H:10]([NH:11][C:12]([NH:30][CH2:29][CH:28]([F:31])[F:27])=[S:13])[C@@H:9]([O:14][C:15](=[O:17])[CH3:16])[C@H:8]([O:18][C:19](=[O:21])[CH3:20])[C@@H:7]([CH2:22][O:23][C:24](=[O:26])[CH3:25])[O:6]1)(=[O:3])[CH3:2]. (10) The reactants are [O:1]1[C:5]2[CH:6]=[CH:7][C:8]([C:10]3([C:13]([OH:15])=O)[CH2:12][CH2:11]3)=[CH:9][C:4]=2[O:3][CH2:2]1.CN(C)C=O.C(N(CC)CC)C.[NH2:28][C:29]1[CH:30]=[C:31]2[C:35](=[CH:36][CH:37]=1)[NH:34][C:33]([C:38]([O:40][CH2:41][CH3:42])=[O:39])=[CH:32]2. The catalyst is S(Cl)(Cl)=O.ClCCl. The product is [O:1]1[C:5]2[CH:6]=[CH:7][C:8]([C:10]3([C:13]([NH:28][C:29]4[CH:30]=[C:31]5[C:35](=[CH:36][CH:37]=4)[NH:34][C:33]([C:38]([O:40][CH2:41][CH3:42])=[O:39])=[CH:32]5)=[O:15])[CH2:11][CH2:12]3)=[CH:9][C:4]=2[O:3][CH2:2]1. The yield is 0.880.